From a dataset of Reaction yield outcomes from USPTO patents with 853,638 reactions. Predict the reaction yield, written as a fraction of the theoretical maximum amount of product (1.0 means a 100% yield; for example, 0.34 means a 34% yield). The reactants are [Si:1]([O:8][C@H:9]1[CH2:13][N:12]([C:14](=[O:43])[C:15]2[CH:20]=[CH:19][CH:18]=[C:17]([C:21]([C:29]3[CH:34]=[CH:33][CH:32]=[C:31]([F:35])[C:30]=3[C:36]3[CH:41]=[CH:40][CH:39]=[C:38]([CH3:42])[CH:37]=3)(O)[CH2:22][CH2:23][CH2:24][CH2:25][O:26][CH3:27])[CH:16]=2)[CH2:11][C@H:10]1[NH:44][C:45](=[O:51])[O:46][C:47]([CH3:50])([CH3:49])[CH3:48])([C:4]([CH3:7])([CH3:6])[CH3:5])([CH3:3])[CH3:2].CC[N+](S(N=C(OC)[O-])(=O)=O)(CC)CC. The catalyst is C1(C)C=CC=CC=1. The product is [Si:1]([O:8][C@H:9]1[CH2:13][N:12]([C:14](=[O:43])[C:15]2[CH:20]=[CH:19][CH:18]=[C:17](/[C:21](/[C:29]3[CH:34]=[CH:33][CH:32]=[C:31]([F:35])[C:30]=3[C:36]3[CH:41]=[CH:40][CH:39]=[C:38]([CH3:42])[CH:37]=3)=[CH:22]/[CH2:23][CH2:24][CH2:25][O:26][CH3:27])[CH:16]=2)[CH2:11][C@H:10]1[NH:44][C:45](=[O:51])[O:46][C:47]([CH3:50])([CH3:49])[CH3:48])([C:4]([CH3:7])([CH3:6])[CH3:5])([CH3:3])[CH3:2]. The yield is 0.410.